This data is from Forward reaction prediction with 1.9M reactions from USPTO patents (1976-2016). The task is: Predict the product of the given reaction. Given the reactants [F:1][C:2]1[C:11]([F:12])=[C:10]2[C:5]([CH2:6][CH2:7][CH:8]([CH2:13][CH2:14][CH2:15][CH2:16][CH3:17])[O:9]2)=[CH:4][C:3]=1[OH:18].[CH2:19]([CH:22]1[CH2:27][CH2:26][CH:25]([CH:28](O)[C:29]#[CH:30])[CH2:24][CH2:23]1)[CH2:20][CH3:21].C1(P(C2C=CC=CC=2)C2C=CC=CC=2)C=CC=CC=1.CC(OC(/N=N/C(OC(C)C)=O)=O)C.[Cl-].[Na+], predict the reaction product. The product is: [F:1][C:2]1[C:11]([F:12])=[C:10]2[C:5]([CH2:6][CH2:7][CH:8]([CH2:13][CH2:14][CH2:15][CH2:16][CH3:17])[O:9]2)=[CH:4][C:3]=1[O:18][CH:19]([CH:22]1[CH2:23][CH2:24][CH:25]([CH2:28][CH2:29][CH3:30])[CH2:26][CH2:27]1)[C:20]#[CH:21].